The task is: Predict the reaction yield, written as a fraction of the theoretical maximum amount of product (1.0 means a 100% yield; for example, 0.34 means a 34% yield).. This data is from Reaction yield outcomes from USPTO patents with 853,638 reactions. The reactants are [Br:1][CH2:2][C:3]([NH:5][C:6]1[C:7]([S:15][CH3:16])=[N:8][C:9]([CH3:14])=[CH:10][C:11]=1[S:12][CH3:13])=[O:4].ClC1C=CC=C(C(OO)=[O:25])C=1. The catalyst is C(Cl)(Cl)Cl.O. The product is [Br:1][CH2:2][C:3]([NH:5][C:6]1[C:7]([S:15]([CH3:16])=[O:25])=[N:8][C:9]([CH3:14])=[CH:10][C:11]=1[S:12][CH3:13])=[O:4]. The yield is 0.200.